The task is: Predict the reactants needed to synthesize the given product.. This data is from Full USPTO retrosynthesis dataset with 1.9M reactions from patents (1976-2016). (1) Given the product [OH:11][C@H:10]([C:12]1[C:13]([CH3:22])=[C:14]2[C:18](=[CH:19][CH:20]=1)[C:17](=[O:21])[O:16][CH2:15]2)[CH2:9][N:6]1[CH2:7][CH2:8][CH:3]([NH:2][C:38]([C:31]2[C:32]3[CH:33]=[CH:34][CH:35]=[N:36][C:37]=3[C:28]([N:23]3[CH:27]=[N:26][N:25]=[N:24]3)=[CH:29][CH:30]=2)=[O:39])[CH2:4][CH2:5]1, predict the reactants needed to synthesize it. The reactants are: Cl.[NH2:2][CH:3]1[CH2:8][CH2:7][N:6]([CH2:9][C@@H:10]([C:12]2[C:13]([CH3:22])=[C:14]3[C:18](=[CH:19][CH:20]=2)[C:17](=[O:21])[O:16][CH2:15]3)[OH:11])[CH2:5][CH2:4]1.[N:23]1([C:28]2[C:37]3[N:36]=[CH:35][CH:34]=[CH:33][C:32]=3[C:31]([C:38](O)=[O:39])=[CH:30][CH:29]=2)[CH:27]=[N:26][N:25]=[N:24]1. (2) Given the product [NH2:17][C:13]1[N:12]=[C:11]([C:9]2[O:8][C:7]([C:18]3[CH:23]=[CH:22][CH:21]=[CH:20][CH:19]=3)=[C:6]([C:4]([OH:5])=[O:3])[CH:10]=2)[CH:16]=[CH:15][N:14]=1, predict the reactants needed to synthesize it. The reactants are: C([O:3][C:4]([C:6]1[CH:10]=[C:9]([C:11]2[CH:16]=[CH:15][N:14]=[C:13]([NH2:17])[N:12]=2)[O:8][C:7]=1[C:18]1[CH:23]=[CH:22][CH:21]=[CH:20][CH:19]=1)=[O:5])C.[H][H].CCO.[OH-].[Na+].Cl. (3) Given the product [CH2:1]([O:3][C:4]([C:6]1[C:7]([C:11]([F:13])([F:14])[F:12])=[N:8][N:9]([C:22]2[CH:27]=[CH:26][CH:25]=[CH:24][CH:23]=2)[CH:10]=1)=[O:5])[CH3:2], predict the reactants needed to synthesize it. The reactants are: [CH2:1]([O:3][C:4]([C:6]1[C:7]([C:11]([F:14])([F:13])[F:12])=[N:8][NH:9][CH:10]=1)=[O:5])[CH3:2].C(=O)([O-])[O-].[K+].[K+].I[C:22]1[CH:27]=[CH:26][CH:25]=[CH:24][CH:23]=1.CN[C@@H]1CCCC[C@H]1NC. (4) Given the product [CH3:1][CH:2]1[O:17][C:11]2([CH2:16][CH2:15][CH2:14][CH2:13][CH2:12]2)[C:5]2[CH:6]=[C:7]([C:19]3[CH:20]=[C:21]([C:24]#[N:25])[S:22][CH:23]=3)[CH:8]=[CH:9][C:4]=2[NH:3]1, predict the reactants needed to synthesize it. The reactants are: [CH3:1][C:2]1[O:17][C:11]2([CH2:16][CH2:15][CH2:14][CH2:13][CH2:12]2)[C:5]2[CH:6]=[C:7](Br)[CH:8]=[CH:9][C:4]=2[N:3]=1.Br[C:19]1[CH:20]=[C:21]([C:24]#[N:25])[S:22][CH:23]=1. (5) Given the product [NH2:11][C@@H:9]([CH3:10])[C:8]([N:7]([C@@H:5]([CH3:6])[CH:4]([O:41][CH2:42][CH3:43])[O:3][CH2:1][CH3:2])[CH2:30][C:31]1[CH:32]=[CH:33][CH:34]=[C:35]2[C:40]=1[N:39]=[CH:38][CH:37]=[CH:36]2)=[O:29], predict the reactants needed to synthesize it. The reactants are: [CH2:1]([O:3][CH:4]([O:41][CH2:42][CH3:43])[C@@H:5]([N:7]([CH2:30][C:31]1[CH:32]=[CH:33][CH:34]=[C:35]2[C:40]=1[N:39]=[CH:38][CH:37]=[CH:36]2)[C:8](=[O:29])[C@@H:9]([NH:11]C(=O)OCC1C2C=CC=CC=2C2C1=CC=CC=2)[CH3:10])[CH3:6])[CH3:2].N1CCCCC1.CC(=O)OCC.CO. (6) Given the product [Cl:34][C:35]1[CH:45]=[C:44]([O:46][CH2:47][CH:48]=[C:49]([Cl:51])[Cl:50])[CH:43]=[C:42]([Cl:52])[C:36]=1[O:37][CH2:38][CH2:39][CH2:40][O:41][C:54]1[CH:59]=[CH:58][C:57]([CH2:60][C:61](=[O:63])[CH3:62])=[CH:56][CH:55]=1, predict the reactants needed to synthesize it. The reactants are: C(OC(N=NC(OC(C)C)=O)=O)(C)C.C1(P(C2C=CC=CC=2)C2C=CC=CC=2)C=CC=CC=1.[Cl:34][C:35]1[CH:45]=[C:44]([O:46][CH2:47][CH:48]=[C:49]([Cl:51])[Cl:50])[CH:43]=[C:42]([Cl:52])[C:36]=1[O:37][CH2:38][CH2:39][CH2:40][OH:41].O[C:54]1[CH:59]=[CH:58][C:57]([CH2:60][C:61](=[O:63])[CH3:62])=[CH:56][CH:55]=1. (7) Given the product [OH:4][C:5]1[CH:10]=[CH:9][C:8]([CH:11]=[O:12])=[C:7]([N+:13]([O-:15])=[O:14])[C:6]=1[O:16][CH3:17], predict the reactants needed to synthesize it. The reactants are: C([O:4][C:5]1[CH:10]=[CH:9][C:8]([CH:11]=[O:12])=[C:7]([N+:13]([O-:15])=[O:14])[C:6]=1[O:16][CH3:17])(=O)C.C(=O)([O-])[O-].[K+].[K+].Cl. (8) Given the product [CH3:1][N:2]1[CH2:7][CH2:6][N:5]([C:8]2[CH:9]=[CH:10][C:11]3[N:15]=[C:45]([C:42]4[CH:43]=[CH:44][C:38]5[N:37]=[C:36]([C:33]6[CH:32]=[CH:31][C:30]([O:29][CH2:18][CH2:19][CH2:20][CH2:21][CH2:22][CH2:23][CH2:24][CH2:25][CH2:26][C:27]#[CH:28])=[CH:35][CH:34]=6)[NH:40][C:39]=5[CH:41]=4)[NH:13][C:12]=3[CH:14]=2)[CH2:4][CH2:3]1, predict the reactants needed to synthesize it. The reactants are: [CH3:1][N:2]1[CH2:7][CH2:6][N:5]([C:8]2[CH:9]=[CH:10][C:11]([N+:15]([O-])=O)=[C:12]([CH:14]=2)[NH2:13])[CH2:4][CH2:3]1.[CH2:18]([O:29][C:30]1[CH:35]=[CH:34][C:33]([C:36]2[NH:40][C:39]3[CH:41]=[C:42]([CH:45]=O)[CH:43]=[CH:44][C:38]=3[N:37]=2)=[CH:32][CH:31]=1)[CH2:19][CH2:20][CH2:21][CH2:22][CH2:23][CH2:24][CH2:25][CH2:26][C:27]#[CH:28]. (9) Given the product [OH:10][CH2:9][C:4]1[N:3]=[C:2]([C:11]2[CH:16]=[CH:15][CH:14]=[CH:13][CH:12]=2)[C:7]([OH:8])=[CH:6][CH:5]=1, predict the reactants needed to synthesize it. The reactants are: Br[C:2]1[C:7]([OH:8])=[CH:6][CH:5]=[C:4]([CH2:9][OH:10])[N:3]=1.[C:11]1(B(O)O)[CH:16]=[CH:15][CH:14]=[CH:13][CH:12]=1.C([O-])([O-])=O.[Na+].[Na+]. (10) The reactants are: Cl[C:2]1[C:3]2[C:10]3[CH2:11][CH2:12][CH:13]([C:15]([O:17][CH2:18][CH3:19])=[O:16])[CH2:14][C:9]=3[S:8][C:4]=2[N:5]=[CH:6][N:7]=1.[CH2:20]([O:22][C:23]1[CH:31]=[C:30]2[C:26]([CH:27]=[N:28][NH:29]2)=[CH:25][C:24]=1[NH2:32])[CH3:21]. Given the product [CH2:20]([O:22][C:23]1[CH:31]=[C:30]2[C:26]([CH:27]=[N:28][NH:29]2)=[CH:25][C:24]=1[NH:32][C:2]1[C:3]2[C:10]3[CH2:11][CH2:12][CH:13]([C:15]([O:17][CH2:18][CH3:19])=[O:16])[CH2:14][C:9]=3[S:8][C:4]=2[N:5]=[CH:6][N:7]=1)[CH3:21], predict the reactants needed to synthesize it.